From a dataset of Catalyst prediction with 721,799 reactions and 888 catalyst types from USPTO. Predict which catalyst facilitates the given reaction. (1) Reactant: [C:1]([O:5][C:6]([N:8]1[CH2:13][CH2:12][CH:11]([N:14]2[C:18]3=[N:19][CH:20]=[N:21][C:22](Cl)=[C:17]3[CH:16]=[N:15]2)[CH2:10][CH2:9]1)=[O:7])([CH3:4])([CH3:3])[CH3:2].[OH:24][C:25]1[C:26]([CH3:31])=[N:27][CH:28]=[CH:29][CH:30]=1.C(=O)([O-])[O-].[K+].[K+]. Product: [C:1]([O:5][C:6]([N:8]1[CH2:13][CH2:12][CH:11]([N:14]2[C:18]3=[N:19][CH:20]=[N:21][C:22]([O:24][C:25]4[C:26]([CH3:31])=[N:27][CH:28]=[CH:29][CH:30]=4)=[C:17]3[CH:16]=[N:15]2)[CH2:10][CH2:9]1)=[O:7])([CH3:4])([CH3:3])[CH3:2]. The catalyst class is: 9. (2) Product: [NH3:17].[Si:59]([O:58][C@H:20]([C:12]1[CH:11]=[CH:10][C:9]([OH:8])=[C:18]2[C:13]=1[CH:14]=[CH:15][C:16](=[O:19])[NH:17]2)[CH2:21][NH:22][CH2:23][CH2:24][CH2:25][CH2:26][CH2:27][CH2:28][CH2:29][CH2:30][CH2:31][N:32]1[CH2:37][CH2:36][CH:35]([CH2:38][N:39]2[CH:43]=[N:42][C:41]([C@:44]([CH:52]3[CH2:53][CH2:54][CH2:55][CH2:56][CH2:57]3)([OH:51])[C:45]3[CH:50]=[CH:49][CH:48]=[CH:47][CH:46]=3)=[N:40]2)[CH2:34][CH2:33]1)([C:62]([CH3:64])([CH3:65])[CH3:63])([CH3:61])[CH3:60]. Reactant: C([O:8][C:9]1[CH:10]=[CH:11][C:12]([C@@H:20]([O:58][Si:59]([C:62]([CH3:65])([CH3:64])[CH3:63])([CH3:61])[CH3:60])[CH2:21][NH:22][CH2:23][CH2:24][CH2:25][CH2:26][CH2:27][CH2:28][CH2:29][CH2:30][CH2:31][N:32]2[CH2:37][CH2:36][CH:35]([CH2:38][N:39]3[CH:43]=[N:42][C:41]([C@:44]([CH:52]4[CH2:57][CH2:56][CH2:55][CH2:54][CH2:53]4)([OH:51])[C:45]4[CH:50]=[CH:49][CH:48]=[CH:47][CH:46]=4)=[N:40]3)[CH2:34][CH2:33]2)=[C:13]2[C:18]=1[NH:17][C:16](=[O:19])[CH:15]=[CH:14]2)C1C=CC=CC=1.C([O-])=O.[NH4+]. The catalyst class is: 421.